The task is: Predict the reaction yield, written as a fraction of the theoretical maximum amount of product (1.0 means a 100% yield; for example, 0.34 means a 34% yield).. This data is from Reaction yield outcomes from USPTO patents with 853,638 reactions. The reactants are C([O:8]C1C(O)=CC=C(Cl)C=1C1C=CC=CC=1Cl)C1C=CC=CC=1.[CH2:24]([O:31][C:32]1[C:37](C=O)=[CH:36][CH:35]=[C:34]([F:40])[C:33]=1[C:41]1[CH:46]=[CH:45][C:44]([Cl:47])=[CH:43][C:42]=1[Cl:48])[C:25]1[CH:30]=[CH:29][CH:28]=[CH:27][CH:26]=1. No catalyst specified. The product is [CH2:24]([O:31][C:32]1[C:37]([OH:8])=[CH:36][CH:35]=[C:34]([F:40])[C:33]=1[C:41]1[CH:46]=[CH:45][C:44]([Cl:47])=[CH:43][C:42]=1[Cl:48])[C:25]1[CH:30]=[CH:29][CH:28]=[CH:27][CH:26]=1. The yield is 0.990.